This data is from Catalyst prediction with 721,799 reactions and 888 catalyst types from USPTO. The task is: Predict which catalyst facilitates the given reaction. (1) Reactant: Br[C:2]1[N:6]2[N:7]=[C:8]([NH:11][CH2:12][CH2:13][CH2:14][CH3:15])[CH:9]=[CH:10][C:5]2=[N:4][CH:3]=1.CC1(C)C(C)(C)OB([C:24]2[CH:25]=[CH:26][C:27]([NH:30]C(=O)OC(C)(C)C)=[N:28][CH:29]=2)O1.P([O-])([O-])([O-])=O.[K+].[K+].[K+]. Product: [NH2:30][C:27]1[N:28]=[CH:29][C:24]([C:2]2[N:6]3[N:7]=[C:8]([NH:11][CH2:12][CH2:13][CH2:14][CH3:15])[CH:9]=[CH:10][C:5]3=[N:4][CH:3]=2)=[CH:25][CH:26]=1. The catalyst class is: 543. (2) Reactant: [NH2:1][C:2]1[CH:7]=[C:6]([C:8]2[CH:13]=[C:12]([N+:14]([O-])=O)[C:11]([Cl:17])=[CH:10][C:9]=2[F:18])[N:5]=[C:4]([C:19]([O:21][CH3:22])=[O:20])[C:3]=1[Cl:23]. Product: [CH3:22][O:21][C:19]([C:4]1[C:3]([Cl:23])=[C:2]([NH2:1])[CH:7]=[C:6]([C:8]2[CH:13]=[C:12]([NH2:14])[C:11]([Cl:17])=[CH:10][C:9]=2[F:18])[N:5]=1)=[O:20]. The catalyst class is: 180. (3) Reactant: [Cl:1][C:2]1[N:7]=[C:6](Cl)[C:5]([CH:9]=[C:10]2[CH2:15][CH2:14][CH2:13][CH2:12][CH2:11]2)=[CH:4][N:3]=1.[C:16]([C:20]1[CH:21]=[C:22](B2OC(C)(C)C(C)(C)O2)[CH:23]=[C:24]([C:26]([CH3:29])([CH3:28])[CH3:27])[CH:25]=1)([CH3:19])([CH3:18])[CH3:17].C([O-])([O-])=O.[K+].[K+]. Product: [Cl:1][C:2]1[N:7]=[C:6]([C:22]2[CH:21]=[C:20]([C:16]([CH3:18])([CH3:17])[CH3:19])[CH:25]=[C:24]([C:26]([CH3:29])([CH3:28])[CH3:27])[CH:23]=2)[C:5]([CH:9]=[C:10]2[CH2:15][CH2:14][CH2:13][CH2:12][CH2:11]2)=[CH:4][N:3]=1. The catalyst class is: 73. (4) Reactant: [CH3:1][CH:2]([CH:4]([OH:28])[C@H:5]([NH:8]C(C1C=CC=CC=1)(C1C=CC=CC=1)C1C=CC=CC=1)[CH2:6][CH3:7])[CH3:3].FC(F)(F)C(O)=O. Product: [NH2:8][C@H:5]([CH2:6][CH3:7])[CH:4]([OH:28])[CH:2]([CH3:3])[CH3:1]. The catalyst class is: 2. (5) Reactant: Br[C:2]1[CH:3]=[C:4]([C:15]2[N:16]=[C:17]([CH:21]3[CH2:26][CH2:25][N:24]([C:27](=[O:38])[CH2:28][N:29]4[C:33]5=[N:34][CH:35]=[CH:36][CH:37]=[C:32]5[N:31]=[CH:30]4)[CH2:23][CH2:22]3)[S:18][C:19]=2[Cl:20])[CH:5]=[C:6]([O:10][C:11]([F:14])([F:13])[F:12])[C:7]=1[O:8][CH3:9].O.P([O-])([O-])([O-])=O.[K+].[K+].[K+].[CH:48]1(B(O)O)[CH2:50][CH2:49]1. Product: [Cl:20][C:19]1[S:18][C:17]([CH:21]2[CH2:26][CH2:25][N:24]([C:27](=[O:38])[CH2:28][N:29]3[C:33]4=[N:34][CH:35]=[CH:36][CH:37]=[C:32]4[N:31]=[CH:30]3)[CH2:23][CH2:22]2)=[N:16][C:15]=1[C:4]1[CH:5]=[C:6]([O:10][C:11]([F:14])([F:13])[F:12])[C:7]([O:8][CH3:9])=[C:2]([CH:48]2[CH2:50][CH2:49]2)[CH:3]=1. The catalyst class is: 109. (6) Reactant: [CH2:1]([N:3]1[C:7]2[CH:8]=[C:9]([C:12]([OH:14])=[O:13])[CH:10]=[CH:11][C:6]=2[N:5]=[N:4]1)[CH3:2].Cl.[CH3:16]O. Product: [CH3:16][O:13][C:12]([C:9]1[CH:10]=[CH:11][C:6]2[N:5]=[N:4][N:3]([CH2:1][CH3:2])[C:7]=2[CH:8]=1)=[O:14]. The catalyst class is: 389. (7) Reactant: [Br:1][C:2]1[CH:3]=[C:4]([S:9](Cl)(=[O:11])=[O:10])[CH:5]=[N:6][C:7]=1[Cl:8].[NH3:13]. Product: [Br:1][C:2]1[CH:3]=[C:4]([S:9]([NH2:13])(=[O:11])=[O:10])[CH:5]=[N:6][C:7]=1[Cl:8]. The catalyst class is: 5. (8) Reactant: [F:1][C:2]([F:23])([C:17]1[CH:22]=[CH:21][CH:20]=[CH:19][CH:18]=1)[CH2:3][NH:4][C:5]1[C:6](=[O:16])[N:7]([CH2:12][CH2:13][CH2:14]O)[C:8]([CH3:11])=[CH:9][N:10]=1.C(Br)(Br)(Br)[Br:25].C1(P(C2C=CC=CC=2)C2C=CC=CC=2)C=CC=CC=1. Product: [F:1][C:2]([F:23])([C:17]1[CH:22]=[CH:21][CH:20]=[CH:19][CH:18]=1)[CH2:3][NH:4][C:5]1[C:6](=[O:16])[N:7]([CH2:12][CH2:13][CH2:14][Br:25])[C:8]([CH3:11])=[CH:9][N:10]=1. The catalyst class is: 4. (9) Reactant: [C:1]([O:5][C:6]([N:8](C1C=CN=CC=1)[C@H:9]([C:11]([OH:13])=[O:12])[CH3:10])=[O:7])([CH3:4])([CH3:3])[CH3:2].CO.[CH:22]1(N=C=NC2CCCCC2)CCCCC1.[N:37]1[CH:42]=[CH:41][CH:40]=[CH:39][CH:38]=1. Product: [CH3:4][C:1]([CH3:2])([O:5][C:6]([NH:8][C@@H:9]([CH2:10][C:40]1[CH:41]=[CH:42][N:37]=[CH:38][CH:39]=1)[C:11]([O:13][CH3:22])=[O:12])=[O:7])[CH3:3]. The catalyst class is: 13.